From a dataset of NCI-60 drug combinations with 297,098 pairs across 59 cell lines. Regression. Given two drug SMILES strings and cell line genomic features, predict the synergy score measuring deviation from expected non-interaction effect. (1) Drug 1: CN(C)C1=NC(=NC(=N1)N(C)C)N(C)C. Drug 2: C(=O)(N)NO. Cell line: KM12. Synergy scores: CSS=-9.40, Synergy_ZIP=-7.55, Synergy_Bliss=-22.0, Synergy_Loewe=-19.6, Synergy_HSA=-19.5. (2) Drug 1: C1=CC(=CC=C1C#N)C(C2=CC=C(C=C2)C#N)N3C=NC=N3. Drug 2: C1CC(=O)NC(=O)C1N2C(=O)C3=CC=CC=C3C2=O. Cell line: M14. Synergy scores: CSS=-12.4, Synergy_ZIP=9.78, Synergy_Bliss=13.3, Synergy_Loewe=-6.85, Synergy_HSA=-5.07.